This data is from Reaction yield outcomes from USPTO patents with 853,638 reactions. The task is: Predict the reaction yield, written as a fraction of the theoretical maximum amount of product (1.0 means a 100% yield; for example, 0.34 means a 34% yield). (1) The reactants are [O:1]=[C:2]1[CH:6]=[CH:5][C:4](=[O:7])[N:3]1[CH2:8][CH2:9][CH2:10][CH2:11][CH2:12][C:13]([OH:15])=O.[Cl:16]CCl. The catalyst is C(Cl)(=O)C(Cl)=O.CN(C=O)C. The product is [O:1]=[C:2]1[CH:6]=[CH:5][C:4](=[O:7])[N:3]1[CH2:8][CH2:9][CH2:10][CH2:11][CH2:12][C:13]([Cl:16])=[O:15]. The yield is 1.00. (2) The reactants are [Cl:1][C:2]1[CH:7]=[CH:6][C:5]([C:8]2[N:13]=[C:12]([C:14](OC)=[O:15])[CH:11]=[CH:10][C:9]=2[C:18]2[CH:23]=[CH:22][CH:21]=[CH:20][C:19]=2[CH3:24])=[CH:4][C:3]=1[O:25][CH2:26][CH2:27][CH2:28][N:29]([CH3:31])[CH3:30].[NH2:32][C:33]1([C:43]([OH:45])=[O:44])[CH:40]2[CH2:41][CH:36]3[CH2:37][CH:38]([CH2:42][CH:34]1[CH2:35]3)[CH2:39]2. No catalyst specified. The product is [ClH:1].[Cl:1][C:2]1[CH:7]=[CH:6][C:5]([C:8]2[N:13]=[C:12]([C:14]([NH:32][C:33]3([C:43]([OH:45])=[O:44])[CH:40]4[CH2:39][CH:38]5[CH2:37][CH:36]([CH2:35][CH:34]3[CH2:42]5)[CH2:41]4)=[O:15])[CH:11]=[CH:10][C:9]=2[C:18]2[CH:23]=[CH:22][CH:21]=[CH:20][C:19]=2[CH3:24])=[CH:4][C:3]=1[O:25][CH2:26][CH2:27][CH2:28][N:29]([CH3:30])[CH3:31]. The yield is 0.540. (3) The reactants are [C:1]([O:5][C:6]([N:8]1[C:17]2[C:12](=[CH:13][CH:14]=[C:15]([N+:18]([O-])=O)[CH:16]=2)[C:11]([CH3:22])([CH3:21])[CH2:10][CH2:9]1)=[O:7])([CH3:4])([CH3:3])[CH3:2]. The catalyst is CO.[Pd]. The product is [NH2:18][C:15]1[CH:16]=[C:17]2[C:12]([C:11]([CH3:22])([CH3:21])[CH2:10][CH2:9][N:8]2[C:6]([O:5][C:1]([CH3:4])([CH3:3])[CH3:2])=[O:7])=[CH:13][CH:14]=1. The yield is 0.950. (4) The reactants are [Br:1][C:2]1[CH:11]=[CH:10][C:9]([N+:12]([O-])=O)=[CH:8][C:3]=1[C:4]([O:6][CH3:7])=[O:5]. The catalyst is CCOC(C)=O.[Pd]. The product is [CH3:7][O:6][C:4](=[O:5])[C:3]1[CH:8]=[C:9]([NH2:12])[CH:10]=[CH:11][C:2]=1[Br:1]. The yield is 0.890.